This data is from Full USPTO retrosynthesis dataset with 1.9M reactions from patents (1976-2016). The task is: Predict the reactants needed to synthesize the given product. (1) The reactants are: [OH:1][C:2]1[CH:3]=[N:4][CH:5]=[C:6]([CH:11]=1)[C:7]([O:9][CH3:10])=[O:8].[Cl:12][C:13]1[CH:18]=[C:17]([N+:19]([O-:21])=[O:20])[CH:16]=[CH:15][C:14]=1F.C(=O)([O-])[O-].[K+].[K+].CN(C)C=O. Given the product [Cl:12][C:13]1[CH:18]=[C:17]([N+:19]([O-:21])=[O:20])[CH:16]=[CH:15][C:14]=1[O:1][C:2]1[CH:3]=[N:4][CH:5]=[C:6]([CH:11]=1)[C:7]([O:9][CH3:10])=[O:8], predict the reactants needed to synthesize it. (2) Given the product [C:28]([C:25]1[C:26]([Cl:27])=[C:22]([C:20]2[NH:16][C:11]3[C:12]([O:14][CH3:15])=[N:13][C:8]([C:3]4[CH:4]=[CH:5][CH:6]=[CH:7][C:2]=4[Cl:1])=[CH:9][C:10]=3[N:19]=2)[N:23]([CH3:32])[N:24]=1)([CH3:31])([CH3:30])[CH3:29], predict the reactants needed to synthesize it. The reactants are: [Cl:1][C:2]1[CH:7]=[CH:6][CH:5]=[CH:4][C:3]=1[C:8]1[N:13]=[C:12]([O:14][CH3:15])[C:11]([N+:16]([O-])=O)=[C:10]([NH:19][C:20]([C:22]2[N:23]([CH3:32])[N:24]=[C:25]([C:28]([CH3:31])([CH3:30])[CH3:29])[C:26]=2[Cl:27])=O)[CH:9]=1.CCOC(C)=O. (3) Given the product [Cl:39][C:24]1[C:25]([NH:27][C:28]2[CH:33]=[CH:32][CH:31]=[CH:30][C:29]=2[S:34]([NH:37][CH3:38])(=[O:36])=[O:35])=[N:26][C:21]([NH:1][C:2]2[C:12]3[C:11](=[O:13])[NH:10][CH2:9][CH2:8][NH:7][C:6]=3[CH:5]=[CH:4][CH:3]=2)=[N:22][CH:23]=1, predict the reactants needed to synthesize it. The reactants are: [NH2:1][C:2]1[C:12]2[C:11](=[O:13])[NH:10][CH2:9][CH2:8][N:7](C(=O)C(F)(F)F)[C:6]=2[CH:5]=[CH:4][CH:3]=1.Cl[C:21]1[N:26]=[C:25]([NH:27][C:28]2[CH:33]=[CH:32][CH:31]=[CH:30][C:29]=2[S:34]([NH:37][CH3:38])(=[O:36])=[O:35])[C:24]([Cl:39])=[CH:23][N:22]=1.Cl. (4) Given the product [I:18][C:19]1[CH:20]=[CH:21][C:22]([NH:25][C:15](=[O:17])[CH2:14][C:11]2[CH:10]=[CH:9][C:8]([C:6]3[CH:5]=[CH:4][N:3]=[C:2]([CH3:1])[CH:7]=3)=[CH:13][CH:12]=2)=[N:23][CH:24]=1, predict the reactants needed to synthesize it. The reactants are: [CH3:1][C:2]1[CH:7]=[C:6]([C:8]2[CH:13]=[CH:12][C:11]([CH2:14][C:15]([OH:17])=O)=[CH:10][CH:9]=2)[CH:5]=[CH:4][N:3]=1.[I:18][C:19]1[CH:20]=[CH:21][C:22]([NH2:25])=[N:23][CH:24]=1.CN(C(ON1N=NC2C=CC=NC1=2)=[N+](C)C)C.F[P-](F)(F)(F)(F)F.CCN(C(C)C)C(C)C. (5) Given the product [OH:1][C@@H:2]([CH2:16][OH:17])[CH2:3][O:4][C:5]1[CH:10]=[CH:9][CH:8]=[CH:7][C:6]=1[CH2:11][CH2:12][CH2:13][CH2:14][NH2:15], predict the reactants needed to synthesize it. The reactants are: [OH:1][C@H:2]([CH2:16][OH:17])[CH2:3][O:4][C:5]1[CH:10]=[CH:9][CH:8]=[CH:7][C:6]=1[CH2:11][CH2:12][CH2:13][CH2:14][NH2:15].C(NCCCCC1C=CC=CC=1OC[C@@H](O)CO)(OCC1C=CC=CC=1)=O. (6) Given the product [C:11]([CH2:10][C:9]([N:14]1[CH2:19][CH2:18][CH2:17][C@@H:16]([NH:20][C:21]2[CH:26]=[CH:25][N:24]=[C:23]([C:27]3[CH:28]=[N:29][N:30]4[CH:35]=[CH:34][C:33]([C:36]#[N:37])=[CH:32][C:31]=34)[N:22]=2)[CH2:15]1)=[O:8])#[N:12], predict the reactants needed to synthesize it. The reactants are: O=C1CCC(=O)N1[O:8][C:9](=O)[CH2:10][C:11]#[N:12].[NH:14]1[CH2:19][CH2:18][CH2:17][C@@H:16]([NH:20][C:21]2[CH:26]=[CH:25][N:24]=[C:23]([C:27]3[CH:28]=[N:29][N:30]4[CH:35]=[CH:34][C:33]([C:36]#[N:37])=[CH:32][C:31]=34)[N:22]=2)[CH2:15]1. (7) The reactants are: C(N(CC)CC)C.[CH3:8][NH:9][CH2:10][CH2:11][OH:12].[C:13]1([C:19](Cl)([C:26]2[CH:31]=[CH:30][CH:29]=[CH:28][CH:27]=2)[C:20]2[CH:25]=[CH:24][CH:23]=[CH:22][CH:21]=2)[CH:18]=[CH:17][CH:16]=[CH:15][CH:14]=1. Given the product [CH3:8][N:9]([C:19]([C:13]1[CH:18]=[CH:17][CH:16]=[CH:15][CH:14]=1)([C:26]1[CH:27]=[CH:28][CH:29]=[CH:30][CH:31]=1)[C:20]1[CH:21]=[CH:22][CH:23]=[CH:24][CH:25]=1)[CH2:10][CH2:11][OH:12], predict the reactants needed to synthesize it. (8) The reactants are: [NH2:1][C:2]1[CH:6]=[C:5]([C:7]([O:9][CH3:10])=[O:8])[N:4]([C:11]2[C:16]([Cl:17])=[CH:15][CH:14]=[CH:13][N:12]=2)[N:3]=1.Cl[C:19]1[CH:24]=[CH:23][C:22]([C:25]([F:28])([F:27])[F:26])=[CH:21][N:20]=1.C1(P(C2CCCCC2)C2(C(C)C)CC(C(C)C)=CC(C(C)C)=C2C2C=CC=CC=2)CCCCC1.C(=O)([O-])[O-].[K+].[K+]. Given the product [Cl:17][C:16]1[C:11]([N:4]2[C:5]([C:7]([O:9][CH3:10])=[O:8])=[CH:6][C:2]([NH:1][C:19]3[CH:24]=[CH:23][C:22]([C:25]([F:28])([F:27])[F:26])=[CH:21][N:20]=3)=[N:3]2)=[N:12][CH:13]=[CH:14][CH:15]=1, predict the reactants needed to synthesize it. (9) Given the product [F:31][C:2]([F:30])([F:1])[CH2:3][NH:4][C:5]([C:7]1([CH2:20][CH2:21][CH2:22][CH2:23][N:24]2[CH2:25][CH2:26][N:27]([C:41](=[O:42])[CH2:40][C:37]3[CH:36]=[CH:35][C:34]([C:33]([F:44])([F:32])[F:45])=[CH:39][CH:38]=3)[CH2:28][CH2:29]2)[C:8]2[CH:9]=[CH:10][CH:11]=[CH:12][C:13]=2[C:14]2[C:19]1=[CH:18][CH:17]=[CH:16][CH:15]=2)=[O:6], predict the reactants needed to synthesize it. The reactants are: [F:1][C:2]([F:31])([F:30])[CH2:3][NH:4][C:5]([C:7]1([CH2:20][CH2:21][CH2:22][CH2:23][N:24]2[CH2:29][CH2:28][NH:27][CH2:26][CH2:25]2)[C:19]2[CH:18]=[CH:17][CH:16]=[CH:15][C:14]=2[C:13]2[C:8]1=[CH:9][CH:10]=[CH:11][CH:12]=2)=[O:6].[F:32][C:33]([F:45])([F:44])[C:34]1[CH:39]=[CH:38][C:37]([CH2:40][C:41](O)=[O:42])=[CH:36][CH:35]=1.C(N(C(C)C)C(C)C)C.CN(C(ON1N=NC2C=CC=CC1=2)=[N+](C)C)C.[B-](F)(F)(F)F.